Dataset: Forward reaction prediction with 1.9M reactions from USPTO patents (1976-2016). Task: Predict the product of the given reaction. (1) Given the reactants [NH2:1][C:2]1[N:7]=[CH:6][N:5]=[C:4]2[N:8]([C@@H:25]3[CH2:30][CH2:29][CH2:28][N:27]([C:31]([C:33](=[CH:36][C:37]([N:40]4[CH2:43][CH:42]([O:44][Si](C(C)(C)C)(C5C=CC=CC=5)C5C=CC=CC=5)[CH2:41]4)([CH3:39])[CH3:38])[C:34]#[N:35])=[O:32])[CH2:26]3)[N:9]=[C:10]([C:11]3[CH:16]=[CH:15][C:14]([O:17][C:18]4[CH:23]=[CH:22][CH:21]=[CH:20][CH:19]=4)=[CH:13][C:12]=3[F:24])[C:3]=12.CCCC[N+](CCCC)(CCCC)CCCC.[F-], predict the reaction product. The product is: [NH2:1][C:2]1[N:7]=[CH:6][N:5]=[C:4]2[N:8]([C@@H:25]3[CH2:30][CH2:29][CH2:28][N:27]([C:31]([C:33](=[CH:36][C:37]([N:40]4[CH2:43][CH:42]([OH:44])[CH2:41]4)([CH3:39])[CH3:38])[C:34]#[N:35])=[O:32])[CH2:26]3)[N:9]=[C:10]([C:11]3[CH:16]=[CH:15][C:14]([O:17][C:18]4[CH:23]=[CH:22][CH:21]=[CH:20][CH:19]=4)=[CH:13][C:12]=3[F:24])[C:3]=12. (2) Given the reactants II.Br[C:4]1[CH:9]=[CH:8][CH:7]=[CH:6][C:5]=1[CH2:10][CH2:11][CH3:12].[O:13]1[CH2:15][CH2:14]1, predict the reaction product. The product is: [CH2:10]([C:5]1[CH:6]=[CH:7][CH:8]=[CH:9][C:4]=1[CH2:15][CH2:14][OH:13])[CH2:11][CH3:12]. (3) Given the reactants [Br:1][C:2]1[CH:10]=[CH:9][C:8](C(F)(F)F)=[C:7]([F:15])[C:3]=1[C:4]([OH:6])=[O:5].BrC1C=CC([O:23][C:24]([F:27])([F:26])[F:25])=C(F)C=1.C(NC(C)C)(C)C.C([Li])CCC.C(=O)=O, predict the reaction product. The product is: [Br:1][C:2]1[CH:10]=[CH:9][C:8]([O:23][C:24]([F:27])([F:26])[F:25])=[C:7]([F:15])[C:3]=1[C:4]([OH:6])=[O:5]. (4) Given the reactants [CH2:1]([O:3][C:4](=[O:15])[C:5]([OH:14])([C:10]([F:13])([F:12])[F:11])[CH2:6][C:7]([CH3:9])=[CH2:8])[CH3:2].[Cl-].[Al+3].[Cl-].[Cl-].[F:20][C:21]1[CH:26]=[CH:25][C:24]([O:27][CH3:28])=[CH:23][CH:22]=1, predict the reaction product. The product is: [CH2:1]([O:3][C:4](=[O:15])[C:5]([OH:14])([C:10]([F:13])([F:12])[F:11])[CH2:6][C:7]([C:25]1[CH:26]=[C:21]([F:20])[CH:22]=[CH:23][C:24]=1[O:27][CH3:28])([CH3:9])[CH3:8])[CH3:2]. (5) Given the reactants [CH3:1][O:2][C:3]1[CH:4]=[C:5]([CH:25]=[CH:26][CH:27]=1)[O:6][C:7]1[CH:8]=[CH:9][C:10]([N+:22]([O-])=O)=[C:11]([CH2:13][NH:14][C:15](=[O:21])[O:16][C:17]([CH3:20])([CH3:19])[CH3:18])[CH:12]=1.[Cl-].[NH4+].C(O)C, predict the reaction product. The product is: [NH2:22][C:10]1[CH:9]=[CH:8][C:7]([O:6][C:5]2[CH:25]=[CH:26][CH:27]=[C:3]([O:2][CH3:1])[CH:4]=2)=[CH:12][C:11]=1[CH2:13][NH:14][C:15](=[O:21])[O:16][C:17]([CH3:19])([CH3:18])[CH3:20]. (6) The product is: [Cl:9][C:10]1[CH:18]=[CH:17][C:16]2[C:12](=[CH:13][N:14]([CH3:19])[N:15]=2)[C:11]=1[CH:20]1[CH2:4][CH:21]1[C:22]([O:24][CH2:25][CH3:26])=[O:23]. Given the reactants [H-].[Na+].[I-].[CH3:4][S+](C)(C)=O.[Cl:9][C:10]1[CH:18]=[CH:17][C:16]2[C:12](=[CH:13][N:14]([CH3:19])[N:15]=2)[C:11]=1/[CH:20]=[CH:21]/[C:22]([O:24][CH2:25][CH3:26])=[O:23].O, predict the reaction product.